From a dataset of Full USPTO retrosynthesis dataset with 1.9M reactions from patents (1976-2016). Predict the reactants needed to synthesize the given product. (1) Given the product [NH2:1][CH:2]([C:11]1[CH:16]=[CH:15][CH:14]=[CH:13][C:12]=1[F:17])[C:3]([CH3:10])([CH3:9])[C:4]([OH:6])=[O:5], predict the reactants needed to synthesize it. The reactants are: [NH2:1][CH:2]([C:11]1[CH:16]=[CH:15][CH:14]=[CH:13][C:12]=1[F:17])[C:3]([CH3:10])([CH3:9])[C:4]([O:6]CC)=[O:5]. (2) Given the product [NH2:11][C@H:12]1[CH2:17][CH2:16][C@H:15]([N:18]([CH2:26][CH2:27][O:28][CH3:29])[C:19](=[O:25])[O:20][C:21]([CH3:24])([CH3:23])[CH3:22])[C@@H:14]([OH:30])[CH2:13]1, predict the reactants needed to synthesize it. The reactants are: C(OC([NH:11][C@H:12]1[CH2:17][CH2:16][C@H:15]([N:18]([CH2:26][CH2:27][O:28][CH3:29])[C:19](=[O:25])[O:20][C:21]([CH3:24])([CH3:23])[CH3:22])[C@@H:14]([OH:30])[CH2:13]1)=O)C1C=CC=CC=1.[H][H].